This data is from Forward reaction prediction with 1.9M reactions from USPTO patents (1976-2016). The task is: Predict the product of the given reaction. (1) Given the reactants ClC(Cl)(Cl)[C:3]([NH:5][C:6]1[CH:11]=[CH:10][C:9]([O:12][C:13]2[CH:14]=[C:15]3[C:20](=[CH:21][CH:22]=2)[N:19]=[CH:18][N:17]([CH3:23])[C:16]3=[O:24])=[CH:8][CH:7]=1)=[O:4].[OH-].[Na+].[F:29][C:30]([F:39])([F:38])[C:31]1[N:36]=[CH:35][N:34]=[C:33]([NH2:37])[CH:32]=1, predict the reaction product. The product is: [CH3:23][N:17]1[C:16](=[O:24])[C:15]2[C:20](=[CH:21][CH:22]=[C:13]([O:12][C:9]3[CH:8]=[CH:7][C:6]([NH:5][C:3]([NH:37][C:33]4[CH:32]=[C:31]([C:30]([F:39])([F:29])[F:38])[N:36]=[CH:35][N:34]=4)=[O:4])=[CH:11][CH:10]=3)[CH:14]=2)[N:19]=[CH:18]1. (2) The product is: [Br:13][C:14]1[N:31]([CH2:32][O:33][CH2:34][CH2:35][Si:36]([CH3:39])([CH3:38])[CH3:37])[C:17]2[CH:18]=[N:19][N:20]([CH2:23][O:24][CH2:25][CH2:26][Si:27]([CH3:30])([CH3:29])[CH3:28])[C:21](=[O:22])[C:16]=2[C:15]=1[CH2:40][O:10][CH:6]1[CH2:9][CH2:8][CH2:7]1. Given the reactants O1CCCC1.[CH:6]1([OH:10])[CH2:9][CH2:8][CH2:7]1.[H-].[Na+].[Br:13][C:14]1[N:31]([CH2:32][O:33][CH2:34][CH2:35][Si:36]([CH3:39])([CH3:38])[CH3:37])[C:17]2[CH:18]=[N:19][N:20]([CH2:23][O:24][CH2:25][CH2:26][Si:27]([CH3:30])([CH3:29])[CH3:28])[C:21](=[O:22])[C:16]=2[C:15]=1[CH2:40]Br, predict the reaction product. (3) Given the reactants [C:1]([C:5]1[N:9]([C:10]2[CH:15]=[CH:14][C:13]([Cl:16])=[C:12]([C:17]([F:20])([F:19])[F:18])[CH:11]=2)[N:8]=[CH:7][C:6]=1[C:21]([OH:23])=O)([CH3:4])([CH3:3])[CH3:2].[CH:24]12[CH2:33][CH:28]3[CH2:29][CH:30]([CH2:32][CH:26]([CH2:27]3)[CH:25]1[NH:34]C(C1C=NN(C3C=CC(Cl)=CC=3C)C=1C(C)(C)C)=O)[CH2:31]2, predict the reaction product. The product is: [CH:24]12[CH2:33][CH:28]3[CH2:29][CH:30]([CH2:32][CH:26]([CH2:27]3)[CH:25]1[NH:34][C:21]([C:6]1[CH:7]=[N:8][N:9]([C:10]3[CH:15]=[CH:14][C:13]([Cl:16])=[C:12]([C:17]([F:18])([F:20])[F:19])[CH:11]=3)[C:5]=1[C:1]([CH3:4])([CH3:3])[CH3:2])=[O:23])[CH2:31]2. (4) Given the reactants [CH2:1]([N:3]1[C:12]2[C:7](=[CH:8][C:9]([OH:13])=[CH:10][CH:11]=2)[C:6](=[O:14])[C:5]([C:15]([O:17][CH2:18][CH3:19])=[O:16])=[CH:4]1)[CH3:2].C(=O)([O-])[O-].[K+].[K+].I[CH:27]([OH:29])[CH3:28], predict the reaction product. The product is: [CH2:18]([O:17][C:15]([C:5]1[C:6](=[O:14])[C:7]2[C:12](=[CH:11][CH:10]=[C:9]([O:13][CH2:28][CH2:27][OH:29])[CH:8]=2)[N:3]([CH2:1][CH3:2])[CH:4]=1)=[O:16])[CH3:19].